Dataset: Full USPTO retrosynthesis dataset with 1.9M reactions from patents (1976-2016). Task: Predict the reactants needed to synthesize the given product. (1) Given the product [CH2:14]([O:13][C:11]([C:10]1[CH:9]=[N:8][N:7]2[C:2]([NH:30][C:31]3[C:32]([CH3:37])=[N:33][CH:34]=[CH:35][CH:36]=3)=[C:3]([C:16]([N:18]3[CH2:23][CH2:22][CH:21]([C:24]4[CH:29]=[CH:28][CH:27]=[CH:26][CH:25]=4)[CH2:20][CH2:19]3)=[O:17])[CH:4]=[N:5][C:6]=12)=[O:12])[CH3:15], predict the reactants needed to synthesize it. The reactants are: Cl[C:2]1[N:7]2[N:8]=[CH:9][C:10]([C:11]([O:13][CH2:14][CH3:15])=[O:12])=[C:6]2[N:5]=[CH:4][C:3]=1[C:16]([N:18]1[CH2:23][CH2:22][CH:21]([C:24]2[CH:29]=[CH:28][CH:27]=[CH:26][CH:25]=2)[CH2:20][CH2:19]1)=[O:17].[NH2:30][C:31]1[C:32]([CH3:37])=[N:33][CH:34]=[CH:35][CH:36]=1. (2) Given the product [NH2:11][C:12]1[CH:13]=[C:14]2[C:18](=[C:19]([C:21]([O:23][CH3:24])=[O:22])[CH:20]=1)[N:17]([CH2:25][O:26][CH2:27][CH2:28][Si:29]([CH3:30])([CH3:32])[CH3:31])[N:16]=[CH:15]2, predict the reactants needed to synthesize it. The reactants are: C(OC([NH:11][C:12]1[CH:13]=[C:14]2[C:18](=[C:19]([C:21]([O:23][CH3:24])=[O:22])[CH:20]=1)[N:17]([CH2:25][O:26][CH2:27][CH2:28][Si:29]([CH3:32])([CH3:31])[CH3:30])[N:16]=[CH:15]2)=O)C1C=CC=CC=1.